Predict the reactants needed to synthesize the given product. From a dataset of Retrosynthesis with 50K atom-mapped reactions and 10 reaction types from USPTO. (1) Given the product CN1CCN(CCC2CN(C)C(=O)n3c(nc4ccccc43)N2C)CC1, predict the reactants needed to synthesize it. The reactants are: CN1CC(CCCl)N(C)c2nc3ccccc3n2C1=O.CN1CCNCC1. (2) Given the product N#Cc1ccc(Oc2cccc(F)c2)cc1, predict the reactants needed to synthesize it. The reactants are: N#Cc1ccc(F)cc1.Oc1cccc(F)c1. (3) Given the product O=C1Nc2ccc(F)cc2C1=CNc1ccc(OCCCN2CCCCC2)cc1, predict the reactants needed to synthesize it. The reactants are: Nc1ccc(OCCCN2CCCCC2)cc1.O=C1Nc2ccc(F)cc2C1=CO. (4) Given the product O=C(O)C1Cc2ccc(F)cc2C1, predict the reactants needed to synthesize it. The reactants are: COC(=O)C1Cc2ccc(F)cc2C1.